Task: Predict which catalyst facilitates the given reaction.. Dataset: Catalyst prediction with 721,799 reactions and 888 catalyst types from USPTO (1) Reactant: C([O:8][C:9]1[CH:10]=[CH:11][C:12]([C@@H:20]([OH:47])[CH2:21][NH:22][CH2:23][CH2:24][C:25]2[CH:30]=[CH:29][C:28]([NH:31][C:32]([NH:34][C:35]3[CH:40]=[CH:39][CH:38]=[CH:37][C:36]=3[C:41]3[CH:46]=[CH:45][CH:44]=[CH:43][CH:42]=3)=[O:33])=[CH:27][CH:26]=2)=[C:13]2[C:18]=1[NH:17][C:16](=[O:19])[CH:15]=[CH:14]2)C1C=CC=CC=1.C(OCC)(=O)C. Product: [C:36]1([C:41]2[CH:42]=[CH:43][CH:44]=[CH:45][CH:46]=2)[CH:37]=[CH:38][CH:39]=[CH:40][C:35]=1[NH:34][C:32]([NH:31][C:28]1[CH:27]=[CH:26][C:25]([CH2:24][CH2:23][NH:22][CH2:21][C@H:20]([OH:47])[C:12]2[CH:11]=[CH:10][C:9]([OH:8])=[C:18]3[C:13]=2[CH:14]=[CH:15][C:16](=[O:19])[NH:17]3)=[CH:30][CH:29]=1)=[O:33]. The catalyst class is: 63. (2) Reactant: I([O-])(=O)(=O)=O.[Na+].C[OH:8].[CH3:9][C:10]1[CH:15]=[CH:14][C:13]([S:16][CH2:17][C:18]#[CH:19])=[CH:12][CH:11]=1. Product: [CH3:9][C:10]1[CH:15]=[CH:14][C:13]([S:16]([CH2:17][C:18]#[CH:19])=[O:8])=[CH:12][CH:11]=1. The catalyst class is: 6. (3) Reactant: Cl[CH2:2][C:3]1[CH:21]=[CH:20][C:6]([O:7][CH2:8][C:9]2[N:10]=[C:11]([C:15]3[O:16][CH:17]=[CH:18][CH:19]=3)[O:12][C:13]=2[CH3:14])=[CH:5][CH:4]=1.[CH2:22]([N:29]1[CH:33]=[C:32]([C:34]([O:36][CH2:37][CH3:38])=[O:35])[C:31]([OH:39])=[N:30]1)[C:23]1[CH:28]=[CH:27][CH:26]=[CH:25][CH:24]=1.C(=O)([O-])[O-].[K+].[K+].CN(C)C=O. Product: [CH2:22]([N:29]1[CH:33]=[C:32]([C:34]([O:36][CH2:37][CH3:38])=[O:35])[C:31]([O:39][CH2:2][C:3]2[CH:21]=[CH:20][C:6]([O:7][CH2:8][C:9]3[N:10]=[C:11]([C:15]4[O:16][CH:17]=[CH:18][CH:19]=4)[O:12][C:13]=3[CH3:14])=[CH:5][CH:4]=2)=[N:30]1)[C:23]1[CH:24]=[CH:25][CH:26]=[CH:27][CH:28]=1. The catalyst class is: 6. (4) Reactant: C([O:3][C:4](=[O:50])[C@@H:5]([O:47][CH2:48][CH3:49])[CH2:6][C:7]1[CH:12]=[CH:11][C:10]([O:13][CH2:14]/[CH:15]=[CH:16]/[C:17]#[C:18][C:19]2[CH:24]=[CH:23][CH:22]=[C:21]([C:25]#[C:26]/[CH:27]=[CH:28]/[CH2:29][O:30][C:31]3[CH:36]=[CH:35][C:34]([CH2:37][C@H:38]([O:44][CH2:45][CH3:46])[C:39]([O:41]CC)=[O:40])=[CH:33][CH:32]=3)[CH:20]=2)=[CH:9][CH:8]=1)C.[OH-].[Na+]. Product: [C:39]([C@@H:38]([O:44][CH2:45][CH3:46])[CH2:37][C:34]1[CH:33]=[CH:32][C:31]([O:30][CH2:29]/[CH:28]=[CH:27]/[C:26]#[C:25][C:21]2[CH:20]=[C:19]([C:18]#[C:17]/[CH:16]=[CH:15]/[CH2:14][O:13][C:10]3[CH:9]=[CH:8][C:7]([CH2:6][C@H:5]([O:47][CH2:48][CH3:49])[C:4]([OH:50])=[O:3])=[CH:12][CH:11]=3)[CH:24]=[CH:23][CH:22]=2)=[CH:36][CH:35]=1)([OH:41])=[O:40]. The catalyst class is: 219.